This data is from Full USPTO retrosynthesis dataset with 1.9M reactions from patents (1976-2016). The task is: Predict the reactants needed to synthesize the given product. (1) Given the product [O:21]1[C:25]2[CH:26]=[CH:27][C:28]([C:30]3[CH:31]=[CH:34][C:35]([C:44]4[N:12]([CH2:11][C@@H:8]5[CH2:9][CH2:10][N:6]([C:4]([CH:1]6[CH2:3][CH2:2]6)=[O:5])[CH2:7]5)[C:13]5[C:18]([CH3:19])=[CH:17][CH:16]=[CH:15][C:14]=5[N:20]=4)=[CH:36][CH:37]=3)=[CH:29][C:24]=2[CH:23]=[CH:22]1, predict the reactants needed to synthesize it. The reactants are: [CH:1]1([C:4]([N:6]2[CH2:10][CH2:9][C@@H:8]([CH2:11][NH:12][C:13]3[C:14]([NH2:20])=[CH:15][CH:16]=[CH:17][C:18]=3[CH3:19])[CH2:7]2)=[O:5])[CH2:3][CH2:2]1.[O:21]1[C:25]2[CH:26]=[CH:27][C:28]([C:30]3[CH:37]=[CH:36][CH:35]=[CH:34][C:31]=3C=O)=[CH:29][C:24]=2[CH:23]=[CH:22]1.OOS([O-])=O.[K+].[CH3:44]N(C=O)C. (2) Given the product [F:1][C:2]1[CH:3]=[C:4]([NH:18][C:19](=[O:24])[CH2:20][C:21]([NH:36][C:37]2[CH:42]=[CH:41][CH:40]=[CH:39][CH:38]=2)=[O:23])[CH:5]=[CH:6][C:7]=1[O:8][C:9]1[C:14]2=[CH:15][CH:16]=[CH:17][N:13]2[N:12]=[CH:11][N:10]=1, predict the reactants needed to synthesize it. The reactants are: [F:1][C:2]1[CH:3]=[C:4]([NH:18][C:19](=[O:24])[CH2:20][C:21]([OH:23])=O)[CH:5]=[CH:6][C:7]=1[O:8][C:9]1[C:14]2=[CH:15][CH:16]=[CH:17][N:13]2[N:12]=[CH:11][N:10]=1.CN([P+](O[N:36]1N=N[C:38]2[CH:39]=[CH:40][CH:41]=[CH:42][C:37]1=2)(N(C)C)N(C)C)C.F[P-](F)(F)(F)(F)F.CN1CCOCC1.NC1C=CC=CC=1. (3) Given the product [Br:1][C:2]1[CH:3]=[CH:4][C:5]2[N:11]3[C:12]([CH3:15])=[N:13][N:14]=[C:10]3[C@H:9]([CH3:16])[CH2:8][N:7]([C:19]3[CH:24]=[CH:23][C:22]([S:25]([CH3:28])(=[O:27])=[O:26])=[CH:21][CH:20]=3)[C:6]=2[CH:17]=1, predict the reactants needed to synthesize it. The reactants are: [Br:1][C:2]1[CH:3]=[CH:4][C:5]2[N:11]3[C:12]([CH3:15])=[N:13][N:14]=[C:10]3[C@H:9]([CH3:16])[CH2:8][NH:7][C:6]=2[CH:17]=1.I[C:19]1[CH:24]=[CH:23][C:22]([S:25]([CH3:28])(=[O:27])=[O:26])=[CH:21][CH:20]=1.C([O-])([O-])=O.[Cs+].[Cs+].C1(P(C2CCCCC2)C2C=CC=CC=2C2C(OC)=CC=CC=2OC)CCCCC1.N#N.